From a dataset of Catalyst prediction with 721,799 reactions and 888 catalyst types from USPTO. Predict which catalyst facilitates the given reaction. (1) Reactant: [CH2:1]([O:3][C:4]1[CH:5]=[C:6]([CH:10]=[CH:11][C:12]=1[O:13][CH2:14][CH3:15])[C:7]([NH2:9])=[O:8])[CH3:2].Br[CH2:17][C:18](=O)[CH2:19][CH2:20][C:21]([O:23][CH3:24])=[O:22]. Product: [CH2:1]([O:3][C:4]1[CH:5]=[C:6]([C:7]2[O:8][CH:17]=[C:18]([CH2:19][CH2:20][C:21]([O:23][CH3:24])=[O:22])[N:9]=2)[CH:10]=[CH:11][C:12]=1[O:13][CH2:14][CH3:15])[CH3:2]. The catalyst class is: 9. (2) Reactant: [N:1]([CH2:4][S:5]([N:8]1[CH2:13][CH2:12][O:11][CH2:10][CH2:9]1)(=[O:7])=[O:6])=[N+:2]=[N-:3].O=C1O[C@H]([C@H](CO)O)C([O-])=C1O.[Na+].[CH2:27]([O:29][CH:30]([O:33][CH2:34][CH3:35])[C:31]#[CH:32])[CH3:28].C(O)(C)(C)C. Product: [CH2:27]([O:29][CH:30]([O:33][CH2:34][CH3:35])[C:31]1[N:3]=[N:2][N:1]([CH2:4][S:5]([N:8]2[CH2:13][CH2:12][O:11][CH2:10][CH2:9]2)(=[O:7])=[O:6])[CH:32]=1)[CH3:28]. The catalyst class is: 6. (3) Reactant: Br[C:2]1[N:3]=[CH:4][C:5]([N:8]([CH3:31])[C@@H:9]2[CH2:13][CH2:12][N:11]([C:14]3[C:15]4[CH:22]=[CH:21][N:20]([CH2:23][O:24][CH2:25][CH2:26][Si:27]([CH3:30])([CH3:29])[CH3:28])[C:16]=4[N:17]=[CH:18][N:19]=3)[CH2:10]2)=[N:6][CH:7]=1.[O-]CC.[Na+].O. Product: [CH3:31][N:8]([C@@H:9]1[CH2:13][CH2:12][N:11]([C:14]2[C:15]3[CH:22]=[CH:21][N:20]([CH2:23][O:24][CH2:25][CH2:26][Si:27]([CH3:28])([CH3:30])[CH3:29])[C:16]=3[N:17]=[CH:18][N:19]=2)[CH2:10]1)[C:5]1[CH:4]=[N:3][CH:2]=[CH:7][N:6]=1. The catalyst class is: 14. (4) Product: [CH:55]1([NH:58][C:59]([CH:61]2[CH2:66][CH2:65][CH2:64][N:63]([C:21]([C:6]3[CH:7]=[C:8]4[C:3](=[CH:4][CH:5]=3)[N:2]([CH3:1])[C:14]3[CH2:13][CH2:12][CH:11]([CH:15]5[CH2:16][CH2:17][O:18][CH2:19][CH2:20]5)[CH2:10][C:9]4=3)=[O:22])[CH2:62]2)=[O:60])[CH2:57][CH2:56]1. Reactant: [CH3:1][N:2]1[C:14]2[CH2:13][CH2:12][CH:11]([CH:15]3[CH2:20][CH2:19][O:18][CH2:17][CH2:16]3)[CH2:10][C:9]=2[C:8]2[C:3]1=[CH:4][CH:5]=[C:6]([C:21](O)=[O:22])[CH:7]=2.CN(C(ON1N=NC2C=CC=NC1=2)=[N+](C)C)C.F[P-](F)(F)(F)(F)F.FC(F)(F)C([O-])=O.[CH:55]1([NH:58][C:59]([CH:61]2[CH2:66][CH2:65][CH2:64][NH2+:63][CH2:62]2)=[O:60])[CH2:57][CH2:56]1.C(N(CC)C(C)C)(C)C. The catalyst class is: 3. (5) Reactant: Cl.[NH2:2][C@H:3]([C:5]1[C:6](=[O:16])[NH:7][C:8]2[C:13]([CH:14]=1)=[CH:12][C:11]([Cl:15])=[CH:10][CH:9]=2)[CH3:4].Cl[C:18]1[N:23]=[C:22]([NH:24][CH:25]2[CH2:29][CH2:28][O:27][CH2:26]2)[CH:21]=[CH:20][N:19]=1.CCN(C(C)C)C(C)C.C([O-])([O-])=O.[Cs+].[Cs+]. Product: [Cl:15][C:11]1[CH:12]=[C:13]2[C:8](=[CH:9][CH:10]=1)[NH:7][C:6](=[O:16])[C:5]([C@@H:3]([NH:2][C:18]1[N:23]=[C:22]([NH:24][CH:25]3[CH2:29][CH2:28][O:27][CH2:26]3)[CH:21]=[CH:20][N:19]=1)[CH3:4])=[CH:14]2. The catalyst class is: 58. (6) Reactant: [CH:1]1([NH:4][C:5]2[CH:13]=[C:12]([F:14])[C:11]([F:15])=[CH:10][C:6]=2[C:7]([OH:9])=O)[CH2:3][CH2:2]1.[C:16]([O:20][C:21]([CH3:24])([CH3:23])[CH3:22])(=[O:19])[NH:17][NH2:18].C(N=C=NCCCN(C)C)C. The catalyst class is: 4. Product: [C:21]([O:20][C:16]([NH:17][NH:18][C:7](=[O:9])[C:6]1[CH:10]=[C:11]([F:15])[C:12]([F:14])=[CH:13][C:5]=1[NH:4][CH:1]1[CH2:2][CH2:3]1)=[O:19])([CH3:24])([CH3:23])[CH3:22].